This data is from Forward reaction prediction with 1.9M reactions from USPTO patents (1976-2016). The task is: Predict the product of the given reaction. (1) Given the reactants N[C:2]1[CH:10]=[CH:9][C:5]([C:6]([OH:8])=[O:7])=[C:4]([OH:11])[CH:3]=1.N([O-])=O.[Na+].[I:16]I, predict the reaction product. The product is: [I:16][C:2]1[CH:3]=[C:4]([OH:11])[C:5](=[CH:9][CH:10]=1)[C:6]([OH:8])=[O:7]. (2) Given the reactants [OH:1][CH2:2][CH2:3][CH2:4][C:5]1[C:13]2[C:8](=[CH:9][CH:10]=[CH:11][CH:12]=2)[NH:7][C:6]=1[C:14]([O:16][CH2:17][CH3:18])=[O:15].[CH:19]1[C:28]2[C:23](=[CH:24][CH:25]=[CH:26][CH:27]=2)[CH:22]=[CH:21][C:20]=1O, predict the reaction product. The product is: [CH:27]1[C:28]2[C:23](=[CH:22][CH:21]=[CH:20][CH:19]=2)[CH:24]=[CH:25][C:26]=1[O:1][CH2:2][CH2:3][CH2:4][C:5]1[C:13]2[C:8](=[CH:9][CH:10]=[CH:11][CH:12]=2)[NH:7][C:6]=1[C:14]([O:16][CH2:17][CH3:18])=[O:15]. (3) Given the reactants [F-].C([N+](CCCC)(CCCC)CCCC)CCC.[C:19]([O:23][C:24]([N:26]1[CH2:30][CH2:29][CH:28]([C:31]2[CH:36]=[CH:35][C:34]([S:37]CC[Si](C)(C)C)=[CH:33][C:32]=2[O:44][CH3:45])[CH2:27]1)=[O:25])([CH3:22])([CH3:21])[CH3:20].OS([O-])(=O)=O.[K+].[O-]S([O-])(=O)=O.[Na+].[Na+], predict the reaction product. The product is: [C:19]([O:23][C:24]([N:26]1[CH2:30][CH2:29][CH:28]([C:31]2[CH:36]=[CH:35][C:34]([SH:37])=[CH:33][C:32]=2[O:44][CH3:45])[CH2:27]1)=[O:25])([CH3:22])([CH3:21])[CH3:20]. (4) Given the reactants [C:1]([O:5][C:6](=[O:14])[CH2:7][CH:8]1[CH2:13][CH2:12][NH:11][CH2:10][CH2:9]1)([CH3:4])([CH3:3])[CH3:2].C1C2C(COC([N:32]=[C:33]=[S:34])=O)C3C(=CC=CC=3)C=2C=CC=1.N1CCCCC1, predict the reaction product. The product is: [C:1]([O:5][C:6](=[O:14])[CH2:7][CH:8]1[CH2:13][CH2:12][N:11]([C:33](=[S:34])[NH2:32])[CH2:10][CH2:9]1)([CH3:4])([CH3:2])[CH3:3]. (5) Given the reactants [Br:1][C:2]1[CH:7]=[CH:6][C:5]([C:8](=[O:10])[CH3:9])=[C:4]([Cl:11])[CH:3]=1.[CH2:12]([O:14]C(OCC)OCC)[CH3:13].CC1C=CC(S(O)(=O)=O)=CC=1.C([O-])(O)=O.[Na+], predict the reaction product. The product is: [Br:1][C:2]1[CH:7]=[CH:6][C:5]([C:8]2([CH3:9])[O:14][CH2:12][CH2:13][O:10]2)=[C:4]([Cl:11])[CH:3]=1. (6) Given the reactants [CH3:1][O:2][C:3]1[CH:8]=[CH:7][CH:6]=[CH:5][C:4]=1[C:9]1[NH:10][C:11]2[C:16]([CH:17]=1)=[CH:15][C:14]([CH:18]1[CH2:23][CH2:22][N:21](C(OC(C)(C)C)=O)[CH2:20][CH2:19]1)=[CH:13][CH:12]=2.C(O)(C(F)(F)F)=O, predict the reaction product. The product is: [CH3:1][O:2][C:3]1[CH:8]=[CH:7][CH:6]=[CH:5][C:4]=1[C:9]1[NH:10][C:11]2[C:16]([CH:17]=1)=[CH:15][C:14]([CH:18]1[CH2:23][CH2:22][NH:21][CH2:20][CH2:19]1)=[CH:13][CH:12]=2. (7) Given the reactants [OH:1][C@@H:2]([CH3:15])[CH2:3][NH:4][C:5]1[C:10]([CH:11]=O)=[CH:9][N:8]=[C:7]([S:13][CH3:14])[N:6]=1.C[O:17][C:18](=O)[CH2:19][O:20][C:21]1[CH:26]=[CH:25][C:24]([F:27])=[CH:23][C:22]=1[F:28].C(=O)([O-])[O-].[K+].[K+], predict the reaction product. The product is: [F:28][C:22]1[CH:23]=[C:24]([F:27])[CH:25]=[CH:26][C:21]=1[O:20][C:19]1[C:18](=[O:17])[N:4]([CH2:3][C@@H:2]([OH:1])[CH3:15])[C:5]2[N:6]=[C:7]([S:13][CH3:14])[N:8]=[CH:9][C:10]=2[CH:11]=1. (8) Given the reactants [OH-].[Na+].[OH-].[NH4+:4].[Cl-].[NH4+].[Cl:7][C:8]1[CH:12]=[CH:11][NH:10][C:9]=1[C:13]([NH:15][C:16]1[CH:21]=[CH:20][CH:19]=[CH:18][C:17]=1[CH3:22])=[O:14].Cl[O-].[Na+], predict the reaction product. The product is: [NH2:4][N:10]1[CH:11]=[CH:12][C:8]([Cl:7])=[C:9]1[C:13]([NH:15][C:16]1[CH:21]=[CH:20][CH:19]=[CH:18][C:17]=1[CH3:22])=[O:14].